From a dataset of Full USPTO retrosynthesis dataset with 1.9M reactions from patents (1976-2016). Predict the reactants needed to synthesize the given product. (1) Given the product [CH2:1]([CH:3]([C:6]1[C:7]2[N:8]([C:16]([I:27])=[C:17]([CH3:19])[N:18]=2)[N:9]=[C:10]([C:12]([F:13])([F:15])[F:14])[CH:11]=1)[CH2:4][CH3:5])[CH3:2], predict the reactants needed to synthesize it. The reactants are: [CH2:1]([CH:3]([C:6]1[C:7]2[N:8]([CH:16]=[C:17]([CH3:19])[N:18]=2)[N:9]=[C:10]([C:12]([F:15])([F:14])[F:13])[CH:11]=1)[CH2:4][CH3:5])[CH3:2].C1C(=O)N([I:27])C(=O)C1. (2) Given the product [F:9][C:10]([F:24])([F:25])[C:11]1[CH:12]=[C:13]([CH:17]=[C:18]([C:20]([F:23])([F:21])[F:22])[CH:19]=1)[C:14]([N:1]1[CH2:8][CH2:7][CH2:6][CH:2]1[C:3]([OH:5])=[O:4])=[O:15], predict the reactants needed to synthesize it. The reactants are: [NH:1]1[CH2:8][CH2:7][CH2:6][C@H:2]1[C:3]([OH:5])=[O:4].[F:9][C:10]([F:25])([F:24])[C:11]1[CH:12]=[C:13]([CH:17]=[C:18]([C:20]([F:23])([F:22])[F:21])[CH:19]=1)[C:14](Cl)=[O:15]. (3) The reactants are: [CH3:1][O:2][C:3]1[CH:8]=[CH:7][N:6]=[C:5]([CH2:9][CH2:10][C:11]([OH:13])=[O:12])[CH:4]=1.[NH2:14][C:15]1[C:20]([NH2:21])=[CH:19][C:18]([CH2:22][CH:23]2[CH2:28][CH2:27][CH2:26][CH2:25][CH2:24]2)=[CH:17][N:16]=1. Given the product [CH3:1][O:2][C:3]1[CH:8]=[CH:7][N:6]=[C:5]([CH2:9][CH2:10][C:11]([OH:13])=[O:12])[CH:4]=1.[NH2:14][C:15]1[C:20]([NH2:21])=[CH:19][C:18]([CH2:22][CH:23]2[CH2:24][CH2:25][CH2:26][CH2:27][CH2:28]2)=[CH:17][N:16]=1.[CH3:1][O:2][C:3]1[CH:8]=[CH:7][N:6]=[C:5]([CH2:9][CH2:10][C:11]2[NH:14][C:15]3=[N:16][CH:17]=[C:18]([CH2:22][CH:23]4[CH2:28][CH2:27][CH2:26][CH2:25][CH2:24]4)[CH:19]=[C:20]3[N:21]=2)[CH:4]=1, predict the reactants needed to synthesize it. (4) Given the product [CH3:18][O:19][C:20]1[CH:21]=[C:22]([C:2]2[C:6]3[N:7]=[C:8]([C:37]4[CH:38]=[N:39][C:40]([NH2:43])=[N:41][CH:42]=4)[N:9]=[C:10]([N:11]4[CH2:16][CH2:15][O:14][CH2:13][CH2:12]4)[C:5]=3[S:4][CH:3]=2)[CH:23]=[CH:24][CH:25]=1, predict the reactants needed to synthesize it. The reactants are: Br[C:2]1[C:6]2[N:7]=[C:8](Cl)[N:9]=[C:10]([N:11]3[CH2:16][CH2:15][O:14][CH2:13][CH2:12]3)[C:5]=2[S:4][CH:3]=1.[CH3:18][O:19][C:20]1[CH:21]=[C:22](B(O)O)[CH:23]=[CH:24][CH:25]=1.CC1(C)C(C)(C)OB([C:37]2[CH:38]=[N:39][C:40]([NH2:43])=[N:41][CH:42]=2)O1. (5) Given the product [NH:21]([C:28]([O:30][C:31]([CH3:34])([CH3:33])[CH3:32])=[O:29])[C@H:22]([C:25]([OH:27])=[O:26])[CH2:23][NH2:24].[C:31]([O:30][C:28]([NH:21][CH:22]([CH2:23][NH:24][S:17]([C:6]1[CH:5]=[CH:4][C:3]2[N:2]([CH3:1])[C:15]3[C:10](=[CH:11][CH:12]=[CH:13][CH:14]=3)[C:9](=[O:16])[C:8]=2[CH:7]=1)(=[O:19])=[O:18])[C:25]([OH:27])=[O:26])=[O:29])([CH3:34])([CH3:33])[CH3:32], predict the reactants needed to synthesize it. The reactants are: [CH3:1][N:2]1[C:15]2[C:10](=[CH:11][CH:12]=[CH:13][CH:14]=2)[C:9](=[O:16])[C:8]2[CH:7]=[C:6]([S:17](Cl)(=[O:19])=[O:18])[CH:5]=[CH:4][C:3]1=2.[NH:21]([C:28]([O:30][C:31]([CH3:34])([CH3:33])[CH3:32])=[O:29])[C@H:22]([C:25]([OH:27])=[O:26])[CH2:23][NH2:24].C(N(CC)CC)C. (6) Given the product [NH2:28][C:19]1[C:18]2[N:17]=[C:16]([C:29]3[CH:34]=[CH:33][CH:32]=[CH:31][CH:30]=3)[N:15]([CH2:14][CH2:13][CH2:12][CH2:11][NH:10][C:8]([NH:7][C:3]3[CH:4]=[N:5][CH:6]=[CH:1][CH:2]=3)=[S:9])[C:27]=2[C:26]2[CH:25]=[CH:24][CH:23]=[CH:22][C:21]=2[N:20]=1, predict the reactants needed to synthesize it. The reactants are: [CH:1]1[CH:6]=[N:5][CH:4]=[C:3]([N:7]=[C:8]=[S:9])[CH:2]=1.[NH2:10][CH2:11][CH2:12][CH2:13][CH2:14][N:15]1[C:27]2[C:26]3[CH:25]=[CH:24][CH:23]=[CH:22][C:21]=3[N:20]=[C:19]([NH2:28])[C:18]=2[N:17]=[C:16]1[C:29]1[CH:34]=[CH:33][CH:32]=[CH:31][CH:30]=1. (7) Given the product [Cl:1][C:2]1[N:7]=[C:6]2[C:8]([C:14]3[CH:15]=[CH:16][N:26]=[C:24]([NH:23][C:27]4[CH:28]=[C:29]([S:33]([NH2:36])(=[O:34])=[O:35])[CH:30]=[CH:31][CH:32]=4)[N:25]=3)=[CH:9][N:10]([CH2:11][CH2:12][CH3:13])[C:5]2=[C:4]([CH3:21])[CH:3]=1, predict the reactants needed to synthesize it. The reactants are: [Cl:1][C:2]1[N:7]=[C:6]2[C:8]([C:14](=O)/[CH:15]=[CH:16]/N(C)C)=[CH:9][N:10]([CH2:11][CH2:12][CH3:13])[C:5]2=[C:4]([CH3:21])[CH:3]=1.Cl.[NH:23]([C:27]1[CH:28]=[C:29]([S:33]([NH2:36])(=[O:35])=[O:34])[CH:30]=[CH:31][CH:32]=1)[C:24]([NH2:26])=[NH:25].[OH-].[Na+]. (8) Given the product [N:1]1[C:10]2[C:5](=[CH:6][C:7]([CH2:11][CH2:12][CH:13]=[O:14])=[CH:8][CH:9]=2)[CH:4]=[CH:3][CH:2]=1, predict the reactants needed to synthesize it. The reactants are: [N:1]1[C:10]2[C:5](=[CH:6][C:7]([CH2:11][CH2:12][CH2:13][OH:14])=[CH:8][CH:9]=2)[CH:4]=[CH:3][CH:2]=1.CC(OI1(OC(C)=O)(OC(C)=O)OC(=O)C2C=CC=CC1=2)=O.[OH-].[Na+].CCCCCC. (9) Given the product [ClH:27].[ClH:27].[ClH:27].[CH2:1]([C:8]1[S:12][C:11]([N:13]2[CH2:14][CH2:15][NH:16][CH2:17][CH2:18]2)=[N:10][C:9]=1[C:19]1[CH:20]=[CH:21][C:22]([O:25][CH3:26])=[CH:23][CH:24]=1)[C:2]1[CH:7]=[CH:6][CH:5]=[CH:4][CH:3]=1, predict the reactants needed to synthesize it. The reactants are: [CH2:1]([C:8]1[S:12][C:11]([N:13]2[CH2:18][CH2:17][NH:16][CH2:15][CH2:14]2)=[N:10][C:9]=1[C:19]1[CH:24]=[CH:23][C:22]([O:25][CH3:26])=[CH:21][CH:20]=1)[C:2]1[CH:7]=[CH:6][CH:5]=[CH:4][CH:3]=1.[ClH:27].